This data is from Full USPTO retrosynthesis dataset with 1.9M reactions from patents (1976-2016). The task is: Predict the reactants needed to synthesize the given product. (1) Given the product [Cl:23][C:24]1[CH:31]=[CH:30][C:27]([CH2:28][NH:1][C@H:2]([CH2:19][CH:20]([CH3:22])[CH3:21])[C:3]([NH:5][C:6]2[CH:11]=[CH:10][C:9]([C:12]3[O:16][CH:15]=[N:14][CH:13]=3)=[C:8]([O:17][CH3:18])[CH:7]=2)=[O:4])=[CH:26][CH:25]=1, predict the reactants needed to synthesize it. The reactants are: [NH2:1][C@H:2]([CH2:19][CH:20]([CH3:22])[CH3:21])[C:3]([NH:5][C:6]1[CH:11]=[CH:10][C:9]([C:12]2[O:16][CH:15]=[N:14][CH:13]=2)=[C:8]([O:17][CH3:18])[CH:7]=1)=[O:4].[Cl:23][C:24]1[CH:31]=[CH:30][C:27]([CH:28]=O)=[CH:26][CH:25]=1.C(N(CC)C(C)C)(C)C.[BH4-].[Na+]. (2) The reactants are: CC(OC(/N=N/C(OC(C)C)=O)=O)C.[CH3:15][C:16]1[N:21]=[C:20]([CH2:22]O)[CH:19]=[C:18]([C:24]2[CH:25]=[N:26][C:27]([C:30]([F:33])([F:32])[F:31])=[N:28][CH:29]=2)[CH:17]=1.[C:34]1(=[O:44])[C:42]2[C:37](=[CH:38][CH:39]=[CH:40][CH:41]=2)[C:36](=[O:43])[NH:35]1.C1C=CC(P(C2C=CC=CC=2)C2C=CC=CC=2)=CC=1. Given the product [CH3:15][C:16]1[N:21]=[C:20]([CH2:22][N:35]2[C:36](=[O:43])[C:37]3[C:42](=[CH:41][CH:40]=[CH:39][CH:38]=3)[C:34]2=[O:44])[CH:19]=[C:18]([C:24]2[CH:25]=[N:26][C:27]([C:30]([F:33])([F:32])[F:31])=[N:28][CH:29]=2)[CH:17]=1, predict the reactants needed to synthesize it.